This data is from Reaction yield outcomes from USPTO patents with 853,638 reactions. The task is: Predict the reaction yield, written as a fraction of the theoretical maximum amount of product (1.0 means a 100% yield; for example, 0.34 means a 34% yield). (1) The reactants are [F:1][C:2]1[CH:3]=[CH:4][C:5]([O:19][CH2:20][CH2:21][C:22]2[N:23]=[C:24]([C:28]3[CH:33]=[CH:32][CH:31]=[CH:30][CH:29]=3)[O:25][C:26]=2[CH3:27])=[C:6]([C:8]2[C:9]([C:14]([O:16]CC)=[O:15])=[CH:10][CH:11]=[CH:12][CH:13]=2)[CH:7]=1.CO.C1COCC1.[OH-].[Na+]. The catalyst is C(OCC)(=O)C.O. The product is [F:1][C:2]1[CH:3]=[CH:4][C:5]([O:19][CH2:20][CH2:21][C:22]2[N:23]=[C:24]([C:28]3[CH:29]=[CH:30][CH:31]=[CH:32][CH:33]=3)[O:25][C:26]=2[CH3:27])=[C:6]([C:8]2[C:9]([C:14]([OH:16])=[O:15])=[CH:10][CH:11]=[CH:12][CH:13]=2)[CH:7]=1. The yield is 0.630. (2) The reactants are [F:1][C:2]1[CH:7]=[C:6]([O:8][C:9]2[C:10]3[N:17]([CH3:18])[CH:16]=[CH:15][C:11]=3[N:12]=[CH:13][N:14]=2)[CH:5]=[CH:4][C:3]=1[NH:19][C:20]([NH:22][C:23]1[CH:28]=[CH:27][CH:26]=[C:25]([C:29]([F:32])([F:31])[F:30])[CH:24]=1)=[O:21].C(OC(=O)C)C.[C:39]1([S:45]([OH:48])(=[O:47])=[O:46])[CH:44]=[CH:43][CH:42]=[CH:41][CH:40]=1. The catalyst is C(OCC)(=O)C. The yield is 0.860. The product is [C:39]1([S:45]([OH:48])(=[O:47])=[O:46])[CH:44]=[CH:43][CH:42]=[CH:41][CH:40]=1.[F:1][C:2]1[CH:7]=[C:6]([O:8][C:9]2[C:10]3[N:17]([CH3:18])[CH:16]=[CH:15][C:11]=3[N:12]=[CH:13][N:14]=2)[CH:5]=[CH:4][C:3]=1[NH:19][C:20]([NH:22][C:23]1[CH:28]=[CH:27][CH:26]=[C:25]([C:29]([F:31])([F:30])[F:32])[CH:24]=1)=[O:21]. (3) The reactants are [NH2:1][C:2]1[C:7]([S:8]([NH2:11])(=[O:10])=[O:9])=[CH:6][C:5]([Br:12])=[CH:4][N:3]=1.[CH2:13]([O:15][C:16](=[O:21])[CH2:17][C:18](Cl)=[O:19])[CH3:14].C(=O)(O)[O-].[Na+]. The catalyst is O1CCOCC1. The product is [CH2:13]([O:15][C:16](=[O:21])[CH2:17][C:18]([NH:1][C:2]1[C:7]([S:8](=[O:9])(=[O:10])[NH2:11])=[CH:6][C:5]([Br:12])=[CH:4][N:3]=1)=[O:19])[CH3:14]. The yield is 0.690. (4) The reactants are [N:1]1([C:7]([O:9][C:10]([CH3:13])([CH3:12])[CH3:11])=[O:8])[CH2:6][CH2:5][NH:4][CH2:3][CH2:2]1.Br[C:15]1([C:19]([O:21][CH2:22][CH3:23])=[O:20])[CH2:18][CH2:17][CH2:16]1.C(=O)([O-])[O-].[K+].[K+]. The catalyst is CN(C=O)C.[Cl-].[Na+].O. The product is [CH2:22]([O:21][C:19]([C:15]1([N:4]2[CH2:5][CH2:6][N:1]([C:7]([O:9][C:10]([CH3:13])([CH3:12])[CH3:11])=[O:8])[CH2:2][CH2:3]2)[CH2:18][CH2:17][CH2:16]1)=[O:20])[CH3:23]. The yield is 0.270. (5) The reactants are CO[C:3](=[O:24])[C:4]1[CH:9]=[CH:8][C:7]([O:10][CH2:11][C:12]2[C:13]([C:17]3[CH:22]=[CH:21][C:20]([Cl:23])=[CH:19][CH:18]=3)=[N:14][O:15][CH:16]=2)=[N:6][CH:5]=1.[CH:25]([NH2:28])([CH3:27])[CH3:26]. No catalyst specified. The product is [Cl:23][C:20]1[CH:19]=[CH:18][C:17]([C:13]2[C:12]([CH2:11][O:10][C:7]3[CH:8]=[CH:9][C:4]([C:3]([NH:28][CH:25]([CH3:27])[CH3:26])=[O:24])=[CH:5][N:6]=3)=[CH:16][O:15][N:14]=2)=[CH:22][CH:21]=1. The yield is 0.560. (6) The reactants are [NH2:1][C:2]1[CH:7]=[CH:6][C:5]([Cl:8])=[CH:4][N:3]=1.C[Si]([N-][Si](C)(C)C)(C)C.[K+].C1(C)C=CC=CC=1.[Cl:26][C:27]1[CH:38]=[C:31]2[C:32](OC(=O)[NH:36][C:30]2=[CH:29][CH:28]=1)=[O:33]. The catalyst is O1CCCC1. The product is [NH2:36][C:30]1[CH:29]=[CH:28][C:27]([Cl:26])=[CH:38][C:31]=1[C:32]([NH:1][C:2]1[CH:7]=[CH:6][C:5]([Cl:8])=[CH:4][N:3]=1)=[O:33]. The yield is 1.00. (7) The reactants are [CH3:1][C:2]1([CH3:14])[C:6]([CH3:8])([CH3:7])[O:5][B:4]([C:9]2[CH:10]=[N:11][NH:12][CH:13]=2)[O:3]1.[C:15]([CH:17]=[C:18]1[CH2:23][CH2:22][N:21]([C:24]([O:26][C:27]([CH3:30])([CH3:29])[CH3:28])=[O:25])[CH2:20][CH2:19]1)#[N:16].N12CCCN=C1CCCCC2. The catalyst is C(#N)C. The product is [C:15]([CH2:17][C:18]1([N:12]2[CH:13]=[C:9]([B:4]3[O:5][C:6]([CH3:7])([CH3:8])[C:2]([CH3:14])([CH3:1])[O:3]3)[CH:10]=[N:11]2)[CH2:19][CH2:20][N:21]([C:24]([O:26][C:27]([CH3:30])([CH3:29])[CH3:28])=[O:25])[CH2:22][CH2:23]1)#[N:16]. The yield is 0.610.